Dataset: Catalyst prediction with 721,799 reactions and 888 catalyst types from USPTO. Task: Predict which catalyst facilitates the given reaction. (1) Reactant: [CH3:1][C:2]1[C:10]([C:11]2[S:12][C:13]3[CH2:19][CH2:18][CH2:17][C:16](=[O:20])[C:14]=3[N:15]=2)=[C:5]2[CH:6]=[CH:7][CH:8]=[CH:9][N:4]2[N:3]=1.[Cl:21][C:22]1[CH:27]=[CH:26][C:25]([Mg]Br)=[CH:24][CH:23]=1.CCOCC.[NH4+].[Cl-]. Product: [Cl:21][C:22]1[CH:27]=[CH:26][C:25]([C:16]2([OH:20])[C:14]3[N:15]=[C:11]([C:10]4[C:2]([CH3:1])=[N:3][N:4]5[CH:9]=[CH:8][CH:7]=[CH:6][C:5]=45)[S:12][C:13]=3[CH2:19][CH2:18][CH2:17]2)=[CH:24][CH:23]=1. The catalyst class is: 132. (2) Reactant: [F:1][C:2]1[CH:7]=[C:6]([S:8]([CH3:11])(=[O:10])=[O:9])[CH:5]=[CH:4][C:3]=1[O:12]C. Product: [F:1][C:2]1[CH:7]=[C:6]([S:8]([CH3:11])(=[O:9])=[O:10])[CH:5]=[CH:4][C:3]=1[OH:12]. The catalyst class is: 570. (3) Reactant: [CH3:1][O:2][C:3]1[CH:4]=[C:5]([CH:9]=[CH:10][C:11]=1[O:12][CH3:13])[C:6](Cl)=[O:7].[NH2:14][C:15]1[S:16][CH:17]=[C:18]([CH2:20][CH2:21][CH2:22][CH2:23][CH2:24][NH:25][C:26](=[O:37])[CH2:27][O:28][CH2:29][C:30]2[CH:35]=[CH:34][C:33]([F:36])=[CH:32][CH:31]=2)[N:19]=1.CCN(C(C)C)C(C)C.C(O)C(N)(CO)CO. Product: [F:36][C:33]1[CH:32]=[CH:31][C:30]([CH2:29][O:28][CH2:27][C:26]([NH:25][CH2:24][CH2:23][CH2:22][CH2:21][CH2:20][C:18]2[N:19]=[C:15]([NH:14][C:6](=[O:7])[C:5]3[CH:9]=[CH:10][C:11]([O:12][CH3:13])=[C:3]([O:2][CH3:1])[CH:4]=3)[S:16][CH:17]=2)=[O:37])=[CH:35][CH:34]=1. The catalyst class is: 630. (4) Reactant: CS([C:4]1[N:5]([CH2:34][C:35]([F:38])([F:37])[F:36])[C:6](=[O:33])[C:7]2[C:12]([C:13]3[CH:18]=[CH:17][CH:16]=[CH:15][CH:14]=3)=[C:11]([C:19]3[CH:24]=[CH:23][C:22]([C:25]4([NH:29][C:30](=[O:32])[O-:31])[CH2:28][CH2:27][CH2:26]4)=[CH:21][CH:20]=3)[O:10][C:8]=2[N:9]=1)=O.[CH3:39][NH2:40]. Product: [CH3:39][NH:40][C:4]1[N:5]([CH2:34][C:35]([F:38])([F:37])[F:36])[C:6](=[O:33])[C:7]2[C:12]([C:13]3[CH:14]=[CH:15][CH:16]=[CH:17][CH:18]=3)=[C:11]([C:19]3[CH:20]=[CH:21][C:22]([C:25]4([NH:29][C:30](=[O:32])[O:31][C:7]([CH3:12])([CH3:8])[CH3:6])[CH2:28][CH2:27][CH2:26]4)=[CH:23][CH:24]=3)[O:10][C:8]=2[N:9]=1. The catalyst class is: 7. (5) Reactant: FC(F)(F)S(O[C:7]1[C:16]2[C:11](=[CH:12][CH:13]=[C:14]([C:17]([O:19][CH3:20])=[O:18])[CH:15]=2)[CH:10]=[CH:9][N:8]=1)(=O)=O.[F:23][C:24]1[CH:29]=[C:28]([F:30])[CH:27]=[C:26]([F:31])[C:25]=1OB(O)O.C(N(CC)CC)C.O1CCOCC1. Product: [F:23][C:24]1[CH:29]=[C:28]([F:30])[CH:27]=[C:26]([F:31])[C:25]=1[C:7]1[C:16]2[C:11](=[CH:12][CH:13]=[C:14]([C:17]([O:19][CH3:20])=[O:18])[CH:15]=2)[CH:10]=[CH:9][N:8]=1. The catalyst class is: 257. (6) Reactant: [NH2:1][C:2]1[CH:19]=[CH:18][CH:17]=[CH:16][C:3]=1[C:4]([NH:6][CH:7](C1C=CC(Cl)=CC=1)C)=[O:5].ClC(OC(Cl)(Cl)Cl)=[O:22].[OH-].[Na+]. Product: [NH:1]1[C:2]2[C:3](=[CH:16][CH:17]=[CH:18][CH:19]=2)[C:4](=[O:5])[NH:6][C:7]1=[O:22]. The catalyst class is: 1.